Dataset: Forward reaction prediction with 1.9M reactions from USPTO patents (1976-2016). Task: Predict the product of the given reaction. (1) Given the reactants Cl.Cl.[Cl:3][C:4]1[CH:5]=[C:6]([N:10]2[C:25](=[O:26])[C:14]3[CH:15]=[N:16][C:17]4[C:18]([O:23][CH3:24])=[CH:19][CH:20]=[CH:21][C:22]=4[C:13]=3[N:12]([CH:27]3[CH2:32][CH2:31][NH:30][CH2:29][CH2:28]3)[C:11]2=[O:33])[CH:7]=[CH:8][CH:9]=1.[CH:34]([N:37]=[C:38]=[O:39])([CH3:36])[CH3:35], predict the reaction product. The product is: [CH:34]([NH:37][C:38]([N:30]1[CH2:31][CH2:32][CH:27]([N:12]2[C:13]3[C:22]4[CH:21]=[CH:20][CH:19]=[C:18]([O:23][CH3:24])[C:17]=4[N:16]=[CH:15][C:14]=3[C:25](=[O:26])[N:10]([C:6]3[CH:7]=[CH:8][CH:9]=[C:4]([Cl:3])[CH:5]=3)[C:11]2=[O:33])[CH2:28][CH2:29]1)=[O:39])([CH3:36])[CH3:35]. (2) Given the reactants C[O:2][C:3]([C:5]1[C:9]([NH:10][C:11](=[O:20])[C:12]2[C:17]([F:18])=[CH:16][CH:15]=[CH:14][C:13]=2[F:19])=[CH:8][NH:7][N:6]=1)=[O:4], predict the reaction product. The product is: [F:18][C:17]1[CH:16]=[CH:15][CH:14]=[C:13]([F:19])[C:12]=1[C:11]([NH:10][C:9]1[C:5]([C:3]([OH:4])=[O:2])=[N:6][NH:7][CH:8]=1)=[O:20]. (3) Given the reactants [OH:1][C:2]([C:4]([F:7])([F:6])[F:5])=[O:3].[F:8][C:9]1[CH:35]=[C:34]([F:36])[CH:33]=[CH:32][C:10]=1[O:11][CH:12]1[CH2:17][CH2:16][N:15]([C:18]2[N:23]=[C:22]3[CH2:24][NH:25][CH2:26][CH2:27][C:21]3=[N:20][C:19]=2[NH:28][CH:29]([CH3:31])[CH3:30])[CH2:14][CH2:13]1.C(N(CC)CC)C.[CH3:44][S:45](Cl)(=[O:47])=[O:46], predict the reaction product. The product is: [F:8][C:9]1[CH:35]=[C:34]([F:36])[CH:33]=[CH:32][C:10]=1[O:11][CH:12]1[CH2:13][CH2:14][N:15]([C:18]2[N:23]=[C:22]3[CH2:24][N:25]([S:45]([CH3:44])(=[O:47])=[O:46])[CH2:26][CH2:27][C:21]3=[N:20][C:19]=2[NH:28][CH:29]([CH3:31])[CH3:30])[CH2:16][CH2:17]1.[C:2]([OH:3])([C:4]([F:7])([F:6])[F:5])=[O:1]. (4) Given the reactants [CH2:1]([C:8]1([CH3:27])[C:13](=[O:14])[N:12]([CH3:15])[C:11](=[CH:16][C:17]2[CH:24]=[CH:23][CH:22]=[CH:21][C:18]=2[C:19]#[N:20])[C:10](=[O:25])[N:9]1[CH3:26])[C:2]1[CH:7]=[CH:6][CH:5]=[CH:4][CH:3]=1, predict the reaction product. The product is: [CH2:1]([C:8]1([CH3:27])[C:13](=[O:14])[N:12]([CH3:15])[CH:11]([CH2:16][C:17]2[CH:24]=[CH:23][CH:22]=[CH:21][C:18]=2[C:19]#[N:20])[C:10](=[O:25])[N:9]1[CH3:26])[C:2]1[CH:3]=[CH:4][CH:5]=[CH:6][CH:7]=1. (5) Given the reactants [N:1]1([CH2:6][C@@H:7]2[C@H:10]([NH:11][C:12](=[O:39])/[C:13](=[N:27]\[O:28][C:29]([CH3:38])([CH3:37])[C:30]([O:32]C(C)(C)C)=[O:31])/[C:14]3[N:15]=[C:16]([NH:19]C(OC(C)(C)C)=O)[S:17][CH:18]=3)[C:9](=[O:40])[N:8]2[S:41]([OH:44])(=[O:43])=[O:42])[CH:5]=[CH:4][N:3]=[N:2]1.C(O)(C(F)(F)F)=O, predict the reaction product. The product is: [N:1]1([CH2:6][C@@H:7]2[C@H:10]([NH:11][C:12](=[O:39])/[C:13](=[N:27]\[O:28][C:29]([CH3:38])([CH3:37])[C:30]([OH:32])=[O:31])/[C:14]3[N:15]=[C:16]([NH2:19])[S:17][CH:18]=3)[C:9](=[O:40])[N:8]2[S:41]([OH:44])(=[O:42])=[O:43])[CH:5]=[CH:4][N:3]=[N:2]1. (6) Given the reactants [N+:1]([C:4]1[C:14]2[C:13](=O)[NH:12][CH2:11][CH2:10][NH:9][C:8]=2[CH:7]=[CH:6][CH:5]=1)([O-:3])=[O:2].B.C1COCC1.CO, predict the reaction product. The product is: [N+:1]([C:4]1[C:14]2[CH2:13][NH:12][CH2:11][CH2:10][NH:9][C:8]=2[CH:7]=[CH:6][CH:5]=1)([O-:3])=[O:2]. (7) Given the reactants [CH2:1]([C:4]1[C:5](=[O:18])[N:6]([C:10]2[CH:15]=[CH:14][C:13]([NH2:16])=[C:12]([F:17])[CH:11]=2)[CH:7]=[CH:8][CH:9]=1)[CH:2]=[CH2:3].[Cl:19][C:20]1[S:24][C:23]([C:25]([NH:27][CH2:28][C@H:29]2[CH2:31][O:30]2)=[O:26])=[CH:22][CH:21]=1, predict the reaction product. The product is: [CH2:1]([C:4]1[C:5](=[O:18])[N:6]([C:10]2[CH:15]=[CH:14][C:13]([NH:16][CH2:31][C@@H:29]([OH:30])[CH2:28][NH:27][C:25]([C:23]3[S:24][C:20]([Cl:19])=[CH:21][CH:22]=3)=[O:26])=[C:12]([F:17])[CH:11]=2)[CH:7]=[CH:8][CH:9]=1)[CH:2]=[CH2:3].